From a dataset of Retrosynthesis with 50K atom-mapped reactions and 10 reaction types from USPTO. Predict the reactants needed to synthesize the given product. (1) Given the product Cc1oc(CCOC(=O)C(Cc2cc(=O)[nH]c3ccccc23)NC(=O)c2ccc(Cl)cc2)nc1-c1ccccc1, predict the reactants needed to synthesize it. The reactants are: Cc1oc(CCBr)nc1-c1ccccc1.O=C(NC(Cc1cc(=O)[nH]c2ccccc12)C(=O)O)c1ccc(Cl)cc1. (2) Given the product O=C(O)c1cnc2ncnn2c1O, predict the reactants needed to synthesize it. The reactants are: CCOC(=O)c1cnc2ncnn2c1O. (3) Given the product O=C1CCC(NC(=O)OCc2ccccc2)(c2ccc(F)cc2)CC1, predict the reactants needed to synthesize it. The reactants are: O=C(NC1(c2ccc(F)cc2)CCC2(CC1)OCCO2)OCc1ccccc1. (4) The reactants are: CNC1CCc2cc(Cl)c(Cl)cc2C1.COc1cc2c(cc1OC)CC(=O)N(CCCCl)CC2. Given the product COc1cc2c(cc1OC)CC(=O)N(CCCN(C)C1CCc3cc(Cl)c(Cl)cc3C1)CC2, predict the reactants needed to synthesize it. (5) Given the product CCc1nnc2c(O)nc3cc(F)ccc3n12, predict the reactants needed to synthesize it. The reactants are: CCc1nnc2c(OC)nc3cc(F)ccc3n12.